This data is from Reaction yield outcomes from USPTO patents with 853,638 reactions. The task is: Predict the reaction yield, written as a fraction of the theoretical maximum amount of product (1.0 means a 100% yield; for example, 0.34 means a 34% yield). (1) The reactants are C(C1C=C(NC(=O)C[CH2:17][CH2:18][C:19]2[CH:24]=[CH:23][C:22]([B:25]([OH:27])[OH:26])=[CH:21][CH:20]=2)C=CC=1S(CC)(=O)=O)#N.BrC1C=CC(C[CH2:35][N:36](C)[C:37]([NH:39][C:40]2[CH:45]=[CH:44][CH:43]=[C:42]([C:46]#[N:47])[CH:41]=2)=[O:38])=CC=1. No catalyst specified. The product is [C:46]([C:42]1[CH:41]=[C:40]([NH:39][C:37](=[O:38])[N:36]([CH2:17][CH2:18][C:19]2[CH:20]=[CH:21][C:22]([B:25]([OH:26])[OH:27])=[CH:23][CH:24]=2)[CH3:35])[CH:45]=[CH:44][CH:43]=1)#[N:47]. The yield is 0.910. (2) The reactants are [CH2:1]([CH:5]([CH2:37][CH2:38][CH2:39][CH2:40][CH2:41][CH3:42])[CH2:6][O:7][C:8]1[C:17]2[CH:16]=[C:15]3[S:18][CH:19]=[CH:20][C:14]3=[C:13]([O:21][CH2:22][CH:23]([CH2:30][CH2:31][CH2:32][CH3:33])[CH2:24][CH2:25][CH2:26][CH2:27][CH2:28][CH3:29])[C:12]=2[CH:11]=[C:10]2[S:34][CH:35]=[CH:36][C:9]=12)[CH2:2][CH2:3][CH3:4].C([Li])CCC.[Sn:48](Cl)([CH3:51])([CH3:50])[CH3:49].O. The catalyst is C1COCC1.CCCCCC. The product is [CH2:1]([CH:5]([CH2:37][CH2:38][CH2:39][CH2:40][CH2:41][CH3:42])[CH2:6][O:7][C:8]1[C:9]2[CH:36]=[C:35]([Sn:48]([CH3:51])([CH3:50])[CH3:49])[S:34][C:10]=2[CH:11]=[C:12]2[C:17]=1[CH:16]=[C:15]1[C:14](=[C:13]2[O:21][CH2:22][CH:23]([CH2:30][CH2:31][CH2:32][CH3:33])[CH2:24][CH2:25][CH2:26][CH2:27][CH2:28][CH3:29])[CH:20]=[C:19]([Sn:48]([CH3:51])([CH3:50])[CH3:49])[S:18]1)[CH2:2][CH2:3][CH3:4]. The yield is 0.680. (3) The reactants are [CH2:1]([O:8][C:9]1[CH:10]=[C:11]([CH:14]=[CH:15][CH:16]=1)[CH2:12][OH:13])[C:2]1[CH:7]=[CH:6][CH:5]=[CH:4][CH:3]=1.C(=O)([O-])O.[Na+].[I:22]Cl. The catalyst is CO. The product is [CH2:1]([O:8][C:9]1[CH:16]=[CH:15][C:14]([I:22])=[C:11]([CH:10]=1)[CH2:12][OH:13])[C:2]1[CH:3]=[CH:4][CH:5]=[CH:6][CH:7]=1. The yield is 0.710. (4) The yield is 0.310. The catalyst is N1C=CC=CC=1.[Pd]. The reactants are [N+:1]([C:4]1[CH:12]=[C:11]2[C:7]([CH:8]=[CH:9][NH:10]2)=[CH:6][CH:5]=1)([O-])=O.[C:13](OC(=O)C)(=[O:15])[CH3:14].C([O-])=O.[NH4+]. The product is [NH2:1][C:4]1[CH:12]=[C:11]2[C:7]([CH:8]=[CH:9][N:10]2[C:13](=[O:15])[CH3:14])=[CH:6][CH:5]=1. (5) The reactants are [CH3:1][O:2][C:3]([N:5]1[CH2:10][CH2:9][CH2:8][C@@H:7]([C:11]2[CH:16]=[CH:15][CH:14]=[C:13]([O:17][C:18]([C:21]([O:23]CC3C=CC=CC=3)=[O:22])([CH3:20])[CH3:19])[CH:12]=2)[CH2:6]1)=[O:4]. The catalyst is [Pd].CO. The product is [CH3:1][O:2][C:3]([N:5]1[CH2:10][CH2:9][CH2:8][C@@H:7]([C:11]2[CH:16]=[CH:15][CH:14]=[C:13]([O:17][C:18]([C:21]([OH:23])=[O:22])([CH3:20])[CH3:19])[CH:12]=2)[CH2:6]1)=[O:4]. The yield is 0.920. (6) The reactants are [CH3:16][C:11]1([CH3:17])[C:12]([CH3:15])([CH3:14])[O:13][B:9]([B:9]2[O:13][C:12]([CH3:15])([CH3:14])[C:11]([CH3:17])([CH3:16])[O:10]2)[O:10]1.CC([O-])=O.[K+].Br[C:25]1[CH:26]=[C:27]2[C:31](=[CH:32][CH:33]=1)[C:30](=[O:34])[NH:29][CH2:28]2. The catalyst is C1C=CC(P(C2C=CC=CC=2)[C-]2C=CC=C2)=CC=1.C1C=CC(P(C2C=CC=CC=2)[C-]2C=CC=C2)=CC=1.Cl[Pd]Cl.[Fe+2].CN(C=O)C. The product is [CH3:15][C:12]1([CH3:14])[C:11]([CH3:16])([CH3:17])[O:10][B:9]([C:25]2[CH:26]=[C:27]3[C:31](=[CH:32][CH:33]=2)[C:30](=[O:34])[NH:29][CH2:28]3)[O:13]1. The yield is 0.140. (7) The reactants are [Cl:1][C:2]1[C:10]2[N:9]([CH2:11][C:12](OCC)=[O:13])[C:8]3[CH2:17][CH2:18][N:19]([C:22]([O:24][C:25]([CH3:28])([CH3:27])[CH3:26])=[O:23])[CH2:20][CH2:21][C:7]=3[C:6]=2[C:5]([Cl:29])=[CH:4][CH:3]=1.[Li+].[BH4-].[OH-].[Na+].CCOC(C)=O. The catalyst is C1COCC1.O. The product is [Cl:1][C:2]1[C:10]2[N:9]([CH2:11][CH2:12][OH:13])[C:8]3[CH2:17][CH2:18][N:19]([C:22]([O:24][C:25]([CH3:27])([CH3:26])[CH3:28])=[O:23])[CH2:20][CH2:21][C:7]=3[C:6]=2[C:5]([Cl:29])=[CH:4][CH:3]=1. The yield is 0.650. (8) The reactants are Cl[C:2]1[CH:3]=[CH:4][C:5]([OH:11])=[C:6]([CH:10]=1)[C:7]([OH:9])=[O:8].[CH3:12][C:13]1[CH:18]=[CH:17][CH:16]=[CH:15][C:14]=1B(O)O.C([O-])([O-])=O.[K+].[K+]. The catalyst is O.[Pd].CC([O-])=O.CC([O-])=O.[Pd+2].C1(P(C2CCCCC2)C2C=CC=CC=2C2C(OC)=CC=C(S([O-])(=O)=O)C=2OC)CCCCC1.[Na+]. The product is [OH:11][C:5]1[CH:4]=[CH:3][C:2]([C:14]2[CH:15]=[CH:16][CH:17]=[CH:18][C:13]=2[CH3:12])=[CH:10][C:6]=1[C:7]([OH:9])=[O:8]. The yield is 0.960.